From a dataset of Forward reaction prediction with 1.9M reactions from USPTO patents (1976-2016). Predict the product of the given reaction. (1) Given the reactants [CH2:1]([Br:17])[CH2:2][CH2:3][CH2:4][CH2:5][CH2:6][CH2:7][CH2:8][CH2:9][CH2:10][CH2:11][CH2:12][CH2:13][CH2:14][CH2:15][CH3:16].COC(C)CO.[CH2:24]([N:26]([CH2:29][CH3:30])[CH2:27][CH3:28])[CH3:25], predict the reaction product. The product is: [Br-:17].[CH2:1]([N+:26]([CH2:29][CH3:30])([CH2:27][CH3:28])[CH2:24][CH3:25])[CH2:2][CH2:3][CH2:4][CH2:5][CH2:6][CH2:7][CH2:8][CH2:9][CH2:10][CH2:11][CH2:12][CH2:13][CH2:14][CH2:15][CH3:16]. (2) Given the reactants [CH3:1][NH:2][S:3]([C:6]1[CH:11]=[CH:10][C:9]([CH3:12])=[CH:8][CH:7]=1)(=[O:5])=[O:4].[H-].[Na+].Cl[C:16]1[CH:21]=[CH:20][CH:19]=[C:18]([Cl:22])[N:17]=1.CC1(C)C2C(=C(P(C3C=CC=CC=3)C3C=CC=CC=3)C=CC=2)OC2C(P(C3C=CC=CC=3)C3C=CC=CC=3)=CC=CC1=2, predict the reaction product. The product is: [Cl:22][C:18]1[N:17]=[C:16]([N:2]([CH3:1])[S:3]([C:6]2[CH:11]=[CH:10][C:9]([CH3:12])=[CH:8][CH:7]=2)(=[O:5])=[O:4])[CH:21]=[CH:20][CH:19]=1. (3) Given the reactants Br.[NH2:2][CH2:3][C:4]1[CH:5]=[C:6]([OH:11])[C:7]([OH:10])=[CH:8][CH:9]=1.C([O-])(O)=O.[Na+].[CH3:17][C:18]([O:21][C:22](O[C:22]([O:21][C:18]([CH3:20])([CH3:19])[CH3:17])=[O:23])=[O:23])([CH3:20])[CH3:19], predict the reaction product. The product is: [C:18]([O:21][C:22](=[O:23])[NH:2][CH2:3][C:4]1[CH:9]=[CH:8][C:7]([OH:10])=[C:6]([OH:11])[CH:5]=1)([CH3:20])([CH3:19])[CH3:17]. (4) Given the reactants I[C:2]1[CH:12]=[CH:11][C:5]([C:6]([O:8][CH2:9][CH3:10])=[O:7])=[CH:4][CH:3]=1.[O:13]1[CH2:17][CH2:16][NH:15][C:14]1=[O:18].C(=O)([O-])[O-].[K+].[K+].CNCCNC, predict the reaction product. The product is: [O:18]=[C:14]1[N:15]([C:2]2[CH:12]=[CH:11][C:5]([C:6]([O:8][CH2:9][CH3:10])=[O:7])=[CH:4][CH:3]=2)[CH2:16][CH2:17][O:13]1.